This data is from Full USPTO retrosynthesis dataset with 1.9M reactions from patents (1976-2016). The task is: Predict the reactants needed to synthesize the given product. (1) Given the product [CH:31]1([C:29]2[O:28][N:27]=[C:26]([C:24]([CH:23]([NH:22][C:5]([C@@H:4]([NH:8][C:9]([N:11]3[CH2:17][CH2:16][CH2:15][O:14][CH2:13][CH2:12]3)=[O:10])[CH2:3][C:2]([F:1])([F:21])[CH2:18][CH2:19][CH3:20])=[O:7])[CH2:34][CH3:35])=[O:25])[N:30]=2)[CH2:32][CH2:33]1, predict the reactants needed to synthesize it. The reactants are: [F:1][C:2]([F:21])([CH2:18][CH2:19][CH3:20])[CH2:3][C@H:4]([NH:8][C:9]([N:11]1[CH2:17][CH2:16][CH2:15][O:14][CH2:13][CH2:12]1)=[O:10])[C:5]([OH:7])=O.[NH2:22][CH:23]([CH2:34][CH3:35])[C@@H:24]([C:26]1[N:30]=[C:29]([CH:31]2[CH2:33][CH2:32]2)[O:28][N:27]=1)[OH:25].O1CCCN(C(O)=O)CC1. (2) Given the product [ClH:25].[ClH:25].[CH3:24][N:10]1[C:11]2([CH2:16][CH2:15][NH:14][CH2:13][CH2:12]2)[C:6]2=[CH:5][CH:4]=[C:3]([C:1]#[N:2])[N:7]2[CH2:8][CH2:9]1, predict the reactants needed to synthesize it. The reactants are: [C:1]([C:3]1[N:7]2[CH2:8][CH2:9][N:10]([CH3:24])[C:11]3([CH2:16][CH2:15][N:14](C(OC(C)(C)C)=O)[CH2:13][CH2:12]3)[C:6]2=[CH:5][CH:4]=1)#[N:2].[ClH:25].